Dataset: Catalyst prediction with 721,799 reactions and 888 catalyst types from USPTO. Task: Predict which catalyst facilitates the given reaction. (1) Reactant: [C:1]([C:3]1[S:4][C:5]2[C:11]([C:12]#[N:13])=[C:10](/[N:14]=[CH:15]/[N:16](C)C)[CH:9]=[CH:8][C:6]=2[N:7]=1)#[N:2].[CH3:19][O:20][C:21]1[CH:27]=[C:26]([O:28][CH3:29])[CH:25]=[CH:24][C:22]=1N.[K+].[Br-]. Product: [CH3:19][O:20][C:21]1[CH:27]=[C:26]([O:28][CH3:29])[CH:25]=[CH:24][C:22]=1[NH:13][C:12]1[C:11]2[C:10](=[CH:9][CH:8]=[C:6]3[N:7]=[C:3]([C:1]#[N:2])[S:4][C:5]3=2)[N:14]=[CH:15][N:16]=1. The catalyst class is: 91. (2) Reactant: [CH:1]([C@H:14]1[N:19]2[CH2:20][CH2:21][NH:22][CH2:23][C@H:18]2[CH2:17][N:16](C(OC(C)(C)C)=O)[CH2:15]1)([C:8]1[CH:13]=[CH:12][CH:11]=[CH:10][CH:9]=1)[C:2]1[CH:7]=[CH:6][CH:5]=[CH:4][CH:3]=1.[CH3:31][N:32]([CH3:37])[CH2:33][C:34](O)=[O:35].ON1C2C=CC=CC=2N=N1.[ClH:48].CN(C)CCCN=C=NCC. Product: [ClH:48].[ClH:48].[ClH:48].[CH:1]([C@H:14]1[N:19]2[CH2:20][CH2:21][N:22]([C:34](=[O:35])[CH2:33][N:32]([CH3:37])[CH3:31])[CH2:23][C@H:18]2[CH2:17][NH:16][CH2:15]1)([C:2]1[CH:3]=[CH:4][CH:5]=[CH:6][CH:7]=1)[C:8]1[CH:9]=[CH:10][CH:11]=[CH:12][CH:13]=1. The catalyst class is: 4.